This data is from Forward reaction prediction with 1.9M reactions from USPTO patents (1976-2016). The task is: Predict the product of the given reaction. (1) Given the reactants C([O:3][C:4]([C:6]1([CH3:36])[CH2:11][CH2:10][N:9]([C:12]2[N:17]=[CH:16][C:15]([C:18]3[CH:19]=[C:20](B(O)O)[C:21]4[S:25][C:24]([NH:26][C:27](=[O:31])[NH:28][CH2:29][CH3:30])=[N:23][C:22]=4[CH:32]=3)=[CH:14][N:13]=2)[CH2:8][CH2:7]1)=[O:5])C.OO.S(=O)(=O)(O)[OH:40], predict the reaction product. The product is: [CH2:29]([NH:28][C:27]([NH:26][C:24]1[S:25][C:21]2[C:20]([OH:40])=[CH:19][C:18]([C:15]3[CH:16]=[N:17][C:12]([N:9]4[CH2:8][CH2:7][C:6]([CH3:36])([C:4]([OH:3])=[O:5])[CH2:11][CH2:10]4)=[N:13][CH:14]=3)=[CH:32][C:22]=2[N:23]=1)=[O:31])[CH3:30]. (2) Given the reactants C[O:2][C:3](=[O:22])[C:4]1[CH:9]=[C:8]([C:10]2[CH:15]=[CH:14][CH:13]=[CH:12][C:11]=2[F:16])[N:7]=[C:6]([NH:17][C@H:18]([CH2:20][CH3:21])[CH3:19])[CH:5]=1.[OH-].[Na+], predict the reaction product. The product is: [C@@H:18]([NH:17][C:6]1[CH:5]=[C:4]([CH:9]=[C:8]([C:10]2[CH:15]=[CH:14][CH:13]=[CH:12][C:11]=2[F:16])[N:7]=1)[C:3]([OH:22])=[O:2])([CH2:20][CH3:21])[CH3:19]. (3) Given the reactants [NH2:1][C:2](=[N:18][O:19][C:20](=O)[CH2:21][C:22]([CH3:28])([CH3:27])[C:23]([O:25][CH3:26])=[O:24])[C:3]1[S:4][CH:5]=[C:6]([CH2:8][O:9]COCC[Si](C)(C)C)[N:7]=1.Br[C:31]1[CH:36]=[CH:35][C:34]([S:37]([NH:40][C@@H:41]([CH2:46][CH3:47])[C:42]([F:45])([F:44])[F:43])(=[O:39])=[O:38])=[C:33]([F:48])[C:32]=1[CH:49]([F:51])[F:50].C([O-])([O-])=O.[Na+].[Na+].P(C1CCCCC1)(C1CCCCC1)C1CCCCC1.[H+].[B-](F)(F)(F)F.C(O)(C(C)(C)C)=O, predict the reaction product. The product is: [F:51][CH:49]([F:50])[C:32]1[C:33]([F:48])=[C:34]([S:37](=[O:38])(=[O:39])[NH:40][C@@H:41]([CH2:46][CH3:47])[C:42]([F:45])([F:44])[F:43])[CH:35]=[CH:36][C:31]=1[C:5]1[S:4][C:3]([C:2]2[N:1]=[C:20]([CH2:21][C:22]([CH3:27])([CH3:28])[C:23]([O:25][CH3:26])=[O:24])[O:19][N:18]=2)=[N:7][C:6]=1[CH2:8][OH:9]. (4) Given the reactants [N+:1]([C:4]1[CH:12]=[C:11]([N+:13]([O-])=O)[CH:10]=[C:6]([C:7]([OH:9])=[O:8])[C:5]=1[OH:16])([O-])=O, predict the reaction product. The product is: [NH2:1][C:4]1[CH:12]=[C:11]([NH2:13])[CH:10]=[C:6]([C:7]([OH:9])=[O:8])[C:5]=1[OH:16]. (5) Given the reactants Br[C:2]1[CH:3]=[CH:4][C:5]([OH:36])=[C:6]([C:8]2[CH:17]=[CH:16][C:15]3[C:10](=[CH:11][CH:12]=[C:13]([C:18]4[N:22]([CH:23]5[CH2:28][CH2:27][CH2:26][CH2:25][CH2:24]5)[C:21]5[CH:29]=[CH:30][C:31]([C:33]([OH:35])=[O:34])=[CH:32][C:20]=5[N:19]=4)[CH:14]=3)[N:9]=2)[CH:7]=1.C(O[C:40]([C:42]1C=CC2N(C3CCCCC3)[C:40]([C:42]3C=CC(N)=[C:44](C=O)[CH:43]=3)=N[C:44]=2[CH:43]=1)=O)C.OC1C=CC2C(=CC=CC=2)C=1C(=O)C.[OH-].[K+], predict the reaction product. The product is: [CH:23]1([N:22]2[C:21]3[CH:29]=[CH:30][C:31]([C:33]([OH:35])=[O:34])=[CH:32][C:20]=3[N:19]=[C:18]2[C:13]2[CH:14]=[C:15]3[C:10](=[CH:11][CH:12]=2)[N:9]=[C:8]([C:6]2[C:7]4[C:2](=[CH:40][CH:42]=[CH:43][CH:44]=4)[CH:3]=[CH:4][C:5]=2[OH:36])[CH:17]=[CH:16]3)[CH2:28][CH2:27][CH2:26][CH2:25][CH2:24]1. (6) Given the reactants [CH3:1][C:2]1[C:6]([N+:7]([O-:9])=[O:8])=[CH:5][NH:4][N:3]=1.[C:10]([O:14][C:15]([N:17]1[CH2:21][CH2:20][CH:19](O)[CH2:18]1)=[O:16])([CH3:13])([CH3:12])[CH3:11].C1(P(C2C=CC=CC=2)C2C=CC=CC=2)C=CC=CC=1.N(C(OCC)=O)=NC(OCC)=O, predict the reaction product. The product is: [C:10]([O:14][C:15]([N:17]1[CH2:21][CH2:20][CH:19]([N:4]2[CH:5]=[C:6]([N+:7]([O-:9])=[O:8])[C:2]([CH3:1])=[N:3]2)[CH2:18]1)=[O:16])([CH3:13])([CH3:11])[CH3:12].